From a dataset of Reaction yield outcomes from USPTO patents with 853,638 reactions. Predict the reaction yield, written as a fraction of the theoretical maximum amount of product (1.0 means a 100% yield; for example, 0.34 means a 34% yield). (1) The reactants are [N+:1]([C:4]1[CH:12]=[CH:11][C:7]([C:8](Cl)=[O:9])=[CH:6][CH:5]=1)([O-:3])=[O:2].[NH2:13][C:14]1[CH:19]=[CH:18][N:17]=[CH:16][C:15]=1[OH:20].C([O-])([O-])=O.[Na+].[Na+].CC(O)=O. The catalyst is N1C=CC=CC=1.O. The product is [OH:20][C:15]1[CH:16]=[N:17][CH:18]=[CH:19][C:14]=1[NH:13][C:8](=[O:9])[C:7]1[CH:11]=[CH:12][C:4]([N+:1]([O-:3])=[O:2])=[CH:5][CH:6]=1. The yield is 0.520. (2) The reactants are [NH2:1][CH2:2][CH2:3][CH:4]1[CH2:8][CH2:7][CH2:6][N:5]1[CH3:9].C[O:11][C:12](=O)[CH2:13][CH2:14][CH2:15][CH2:16][CH2:17][CH2:18][CH2:19]/[CH:20]=[CH:21]\[CH2:22][CH2:23][CH2:24][CH2:25][CH2:26][CH2:27][CH2:28][CH3:29].Cl.[OH-].[Na+]. The catalyst is C1(C)C=CC=CC=1. The product is [CH3:9][N:5]1[CH2:6][CH2:7][CH2:8][CH:4]1[CH2:3][CH2:2][NH:1][C:12](=[O:11])[CH2:13][CH2:14][CH2:15][CH2:16][CH2:17][CH2:18][CH2:19]/[CH:20]=[CH:21]\[CH2:22][CH2:23][CH2:24][CH2:25][CH2:26][CH2:27][CH2:28][CH3:29]. The yield is 0.620.